Predict the reaction yield, written as a fraction of the theoretical maximum amount of product (1.0 means a 100% yield; for example, 0.34 means a 34% yield). From a dataset of Reaction yield outcomes from USPTO patents with 853,638 reactions. (1) The reactants are [NH2:1][CH:2]1[C:11]2[N:10]=[CH:9][CH:8]=[C:7]([O:12][CH3:13])[C:6]=2[CH2:5][CH2:4][CH2:3]1.[O:14]=[C:15]1[C:23]2[C:18](=[CH:19][CH:20]=[CH:21][CH:22]=2)[C:17](=[O:24])[N:16]1[CH2:25][CH2:26][CH2:27][CH:28]=O.[BH-](OC(C)=O)(OC(C)=O)OC(C)=O.[Na+]. The yield is 0.540. The product is [CH3:13][O:12][C:7]1[C:6]2[CH2:5][CH2:4][CH2:3][CH:2]([NH:1][CH2:28][CH2:27][CH2:26][CH2:25][N:16]3[C:17](=[O:24])[C:18]4[C:23](=[CH:22][CH:21]=[CH:20][CH:19]=4)[C:15]3=[O:14])[C:11]=2[N:10]=[CH:9][CH:8]=1. The catalyst is C(Cl)Cl. (2) The reactants are [CH3:1][N:2]([CH3:17])[C:3]1[CH:4]=[C:5]([NH:10][CH2:11][CH2:12][CH2:13][CH2:14][C:15]#[N:16])[CH:6]=[CH:7][C:8]=1[CH3:9].[C:18]1([C:27](=O)[NH:26][C:24](=[O:25])[NH:23][C:21]1=[O:22])=[N:19]O.O.C1(C(=O)NC(=O)NC1=O)=NO. The catalyst is CO.O. The product is [CH3:17][N:2]([CH3:1])[C:3]1[C:8]([CH3:9])=[CH:7][C:6]2[N:19]=[C:18]3[C:27]([N:10]([CH2:11][CH2:12][CH2:13][CH2:14][C:15]#[N:16])[C:5]=2[CH:4]=1)=[N:26][C:24](=[O:25])[NH:23][C:21]3=[O:22]. The yield is 0.480. (3) The reactants are [O:1]=[C:2]1[NH:10][C:9]2[C:4](=[N:5][C:6]([C:11]3[CH:12]=[N:13][N:14]4[CH:19]=[CH:18][C:17]([C:20]#[N:21])=[CH:16][C:15]=34)=[N:7][CH:8]=2)[N:3]1[CH:22]1[CH2:27][CH2:26][O:25][CH2:24][CH2:23]1.[CH3:28][O:29][CH2:30][CH2:31]Br. The catalyst is CN(C=O)C.[H-].[Na+]. The product is [CH3:28][O:29][CH2:30][CH2:31][N:10]1[C:9]2[C:4](=[N:5][C:6]([C:11]3[CH:12]=[N:13][N:14]4[CH:19]=[CH:18][C:17]([C:20]#[N:21])=[CH:16][C:15]=34)=[N:7][CH:8]=2)[N:3]([CH:22]2[CH2:23][CH2:24][O:25][CH2:26][CH2:27]2)[C:2]1=[O:1]. The yield is 0.620. (4) The reactants are CN(C)C=O.[Cl:6][C:7]1[CH:12]=[CH:11][CH:10]=[C:9]([N+:13]([O-:15])=[O:14])[C:8]=1[S:16][C:17]1[N:18]([CH2:25][C@:26]2([CH3:29])[CH2:28][O:27]2)[CH:19]=[C:20]([N+:22]([O-:24])=[O:23])[N:21]=1.[N:30]1([C:36]([O:38][CH2:39][CH:40]=[CH:41][C:42]2[CH:47]=[CH:46][C:45]([C:48]([F:51])([F:50])[F:49])=[CH:44][CH:43]=2)=[O:37])[CH2:35][CH2:34][NH:33][CH2:32][CH2:31]1.O. The catalyst is C(OCC)(=O)C. The product is [Cl:6][C:7]1[CH:12]=[CH:11][CH:10]=[C:9]([N+:13]([O-:15])=[O:14])[C:8]=1[S:16][C:17]1[N:18]([CH2:25][C@:26]([OH:27])([CH3:29])[CH2:28][N:33]2[CH2:32][CH2:31][N:30]([C:36]([O:38][CH2:39][CH:40]=[CH:41][C:42]3[CH:47]=[CH:46][C:45]([C:48]([F:50])([F:51])[F:49])=[CH:44][CH:43]=3)=[O:37])[CH2:35][CH2:34]2)[CH:19]=[C:20]([N+:22]([O-:24])=[O:23])[N:21]=1. The yield is 0.870. (5) The reactants are [Br:1][C:2]1[CH:8]=[CH:7][C:5]([NH2:6])=[C:4]([CH3:9])[CH:3]=1.CCN(CC)CC.[O:17](C(OC(C)(C)C)=O)[C:18]([O:20][C:21]([CH3:24])([CH3:23])[CH3:22])=O.[NH4+].[Cl-]. The catalyst is O1CCOCC1.O.CCOC(C)=O. The product is [Br:1][C:2]1[CH:8]=[CH:7][C:5]([NH:6][C:18](=[O:17])[O:20][C:21]([CH3:24])([CH3:23])[CH3:22])=[C:4]([CH3:9])[CH:3]=1. The yield is 0.790. (6) The yield is 0.717. The catalyst is C1COCC1.O. The reactants are B1C2CCCC1CCC2.[Cl:10][C:11]1[CH:16]=[CH:15][C:14]([O:17][C:18]2[CH:23]=[CH:22][C:21]([CH:24]=[CH2:25])=[CH:20][CH:19]=2)=[CH:13][C:12]=1[C:26]([F:29])([F:28])[F:27].[OH-:30].[Na+].OO. The product is [Cl:10][C:11]1[CH:16]=[CH:15][C:14]([O:17][C:18]2[CH:19]=[CH:20][C:21]([CH2:24][CH2:25][OH:30])=[CH:22][CH:23]=2)=[CH:13][C:12]=1[C:26]([F:27])([F:28])[F:29]. (7) The reactants are [Cl:1][CH2:2][CH2:3][CH2:4][O:5][C:6]1[CH:21]=[CH:20][C:9]([C:10]([NH:12][C:13]2[CH:14]=[N:15][CH:16]=[CH:17][C:18]=2Cl)=O)=[CH:8][CH:7]=1.COC1C=CC(P2(=S)SP(C3C=CC(OC)=CC=3)(=S)[S:31]2)=CC=1.O. The catalyst is C1(C)C=CC=CC=1. The product is [Cl:1][CH2:2][CH2:3][CH2:4][O:5][C:6]1[CH:21]=[CH:20][C:9]([C:10]2[S:31][C:18]3[CH:17]=[CH:16][N:15]=[CH:14][C:13]=3[N:12]=2)=[CH:8][CH:7]=1. The yield is 0.510. (8) The reactants are CC1(C)[O:6][CH:5]([CH2:7][O:8][C:9]2[CH:21]=[C:20]3[C:12]([C:13]4[C:14]([C:25]5[CH:30]=[CH:29][CH:28]=[C:27]([N:31]6[CH2:39][C:38]7[C:33](=[CH:34][C:35]([CH3:40])=[CH:36][CH:37]=7)[C:32]6=[O:41])[C:26]=5[CH3:42])=[CH:15][CH:16]=[C:17]([C:22]([NH2:24])=[O:23])[C:18]=4[NH:19]3)=[CH:11][CH:10]=2)[CH2:4][O:3]1.C(O)(C(F)(F)F)=O. The catalyst is CO.CS(C)=O. The product is [OH:6][CH:5]([CH2:4][OH:3])[CH2:7][O:8][C:9]1[CH:21]=[C:20]2[C:12]([C:13]3[C:14]([C:25]4[CH:30]=[CH:29][CH:28]=[C:27]([N:31]5[CH2:39][C:38]6[C:33](=[CH:34][C:35]([CH3:40])=[CH:36][CH:37]=6)[C:32]5=[O:41])[C:26]=4[CH3:42])=[CH:15][CH:16]=[C:17]([C:22]([NH2:24])=[O:23])[C:18]=3[NH:19]2)=[CH:11][CH:10]=1. The yield is 0.320. (9) The reactants are Br[CH2:2][C:3]1[CH:7]=[CH:6][S:5][C:4]=1[C:8]([O:10][CH3:11])=[O:9].[NH3:12]. The catalyst is CO. The product is [NH2:12][CH2:2][C:3]1[CH:7]=[CH:6][S:5][C:4]=1[C:8]([O:10][CH3:11])=[O:9]. The yield is 0.630. (10) The reactants are [Br:1][C:2]1[CH:9]=[C:8]([F:10])[CH:7]=[CH:6][C:3]=1[CH:4]=[O:5].[N+:11]([O-])([O-:13])=[O:12].[K+]. The catalyst is OS(O)(=O)=O. The product is [Br:1][C:2]1[CH:9]=[C:8]([F:10])[C:7]([N+:11]([O-:13])=[O:12])=[CH:6][C:3]=1[CH:4]=[O:5]. The yield is 0.980.